This data is from Full USPTO retrosynthesis dataset with 1.9M reactions from patents (1976-2016). The task is: Predict the reactants needed to synthesize the given product. (1) Given the product [N:23]1[N:24]2[N:25]=[CH:26][CH:27]=[CH:28][C:29]2=[C:21]([C:9]2[CH:10]=[CH:11][C:12]([CH2:15][C:16]([OH:18])=[O:17])=[CH:13][CH:14]=2)[CH:22]=1, predict the reactants needed to synthesize it. The reactants are: CC1(C)C(C)(C)OB([C:9]2[CH:14]=[CH:13][C:12]([CH2:15][C:16]([OH:18])=[O:17])=[CH:11][CH:10]=2)O1.Br[C:21]1[CH:22]=[N:23][N:24]2[C:29]=1[CH:28]=[CH:27][CH:26]=[N:25]2.C(=O)([O-])[O-].[K+].[K+]. (2) Given the product [CH3:13][O:14][C:15](=[O:23])[C:16]1[CH:21]=[CH:20][CH:19]=[CH:18][C:17]=1[C:6]1[CH:7]=[CH:8][C:3]([CH:1]=[O:2])=[CH:4][CH:5]=1, predict the reactants needed to synthesize it. The reactants are: [CH:1]([C:3]1[CH:8]=[CH:7][C:6](OB(O)O)=[CH:5][CH:4]=1)=[O:2].[CH3:13][O:14][C:15](=[O:23])[C:16]1[CH:21]=[CH:20][CH:19]=[CH:18][C:17]=1Br.P([O-])([O-])([O-])=O.[K+].[K+].[K+]. (3) Given the product [CH3:1][C:2]1[N:3]=[C:4]([C:13]2[CH:14]=[CH:15][CH:16]=[CH:17][CH:18]=2)[N:5]2[C:10]=1[CH:9]=[N:8][C:7]([NH:45][C:44]1[CH:46]=[CH:47][C:41]([S:40][CH3:39])=[CH:42][CH:43]=1)=[N:6]2, predict the reactants needed to synthesize it. The reactants are: [CH3:1][C:2]1[N:3]=[C:4]([C:13]2[CH:18]=[CH:17][CH:16]=[CH:15][CH:14]=2)[N:5]2[C:10]=1[CH:9]=[N:8][C:7](SC)=[N:6]2.CC1N=C(C2C=CC=CC=2)N2C=1C=NC(S(C)(=O)=O)=N2.[CH3:39][S:40][C:41]1[CH:47]=[CH:46][C:44]([NH2:45])=[CH:43][CH:42]=1. (4) Given the product [CH:33]([O:32][C:30](=[O:31])[NH:29][C@@H:27]1[CH2:28][C:16]2[N:15]([CH2:14][C@@H:9]3[C@@H:10]([OH:13])[CH2:11][CH2:12][N:8]3[CH3:6])[C:23]3[CH:22]=[CH:21][C:20]([C:24]#[N:25])=[CH:19][C:18]=3[C:17]=2[CH2:26]1)([CH3:35])[CH3:34], predict the reactants needed to synthesize it. The reactants are: C(O[C:6]([N:8]1[CH2:12][CH2:11][C@H:10]([OH:13])[C@H:9]1[CH2:14][N:15]1[C:23]2[CH:22]=[CH:21][C:20]([C:24]#[N:25])=[CH:19][C:18]=2[C:17]2[CH2:26][C@H:27]([NH:29][C:30]([O:32][CH:33]([CH3:35])[CH3:34])=[O:31])[CH2:28][C:16]1=2)=O)(C)(C)C.Cl.C=O.C(O[BH-](OC(=O)C)OC(=O)C)(=O)C.[Na+].C(=O)(O)[O-].[Na+]. (5) Given the product [Cl:1][C:2]1[C:3]([CH2:30][N:32]2[CH2:36][CH2:35][C@@H:34]([N:37]3[CH2:41][CH2:40][CH2:39][C:38]3=[O:42])[CH2:33]2)=[C:4]([C:26]([F:29])([F:28])[F:27])[CH:5]=[C:6]2[C:11]=1[N:10]=[CH:9][N:8]([CH2:12][C:13]1[CH:18]=[C:17]([Cl:19])[CH:16]=[CH:15][C:14]=1[S:20]([CH2:23][CH3:24])(=[O:22])=[O:21])[C:7]2=[O:25], predict the reactants needed to synthesize it. The reactants are: [Cl:1][C:2]1[C:3]([CH:30]=O)=[C:4]([C:26]([F:29])([F:28])[F:27])[CH:5]=[C:6]2[C:11]=1[N:10]=[CH:9][N:8]([CH2:12][C:13]1[CH:18]=[C:17]([Cl:19])[CH:16]=[CH:15][C:14]=1[S:20]([CH2:23][CH3:24])(=[O:22])=[O:21])[C:7]2=[O:25].[NH:32]1[CH2:36][CH2:35][C@@H:34]([N:37]2[CH2:41][CH2:40][CH2:39][C:38]2=[O:42])[CH2:33]1.